Dataset: Forward reaction prediction with 1.9M reactions from USPTO patents (1976-2016). Task: Predict the product of the given reaction. (1) Given the reactants CC(OC)(C)C.O.[CH3:8][CH:9]([CH3:21])[C:10]([O:12][CH:13]([O:17][C:18]([CH3:20])=[S:19])[CH:14]([CH3:16])[CH3:15])=[O:11].FC(F)(F)[C@@H](C1C2C(C=C3C=1C=CC=C3)=CC=CC=2)O, predict the reaction product. The product is: [CH3:8][CH:9]([CH3:21])[C:10]([O:12][C@@H:13]([O:17][C:18]([CH3:20])=[S:19])[CH:14]([CH3:15])[CH3:16])=[O:11]. (2) Given the reactants [CH3:16][C:11]1([CH3:17])[C:12]([CH3:15])([CH3:14])[O:13][B:9]([B:9]2[O:13][C:12]([CH3:15])([CH3:14])[C:11]([CH3:17])([CH3:16])[O:10]2)[O:10]1.CC([O-])=O.[K+].C(Cl)Cl.FC(F)(F)S([O:32][C:33]1[CH2:38][CH:37]([CH3:39])[CH2:36][C:35](=O)[CH:34]=1)(=O)=O, predict the reaction product. The product is: [CH3:39][CH:37]1[CH2:38][C:33](=[O:32])[CH:34]=[C:35]([B:9]2[O:10][C:11]([CH3:16])([CH3:17])[C:12]([CH3:14])([CH3:15])[O:13]2)[CH2:36]1.